Dataset: Forward reaction prediction with 1.9M reactions from USPTO patents (1976-2016). Task: Predict the product of the given reaction. (1) Given the reactants [Br:1][C:2]1[CH:15]=[CH:14][C:5]([O:6][C:7]2[CH:13]=[CH:12][C:10]([NH2:11])=[CH:9][CH:8]=2)=[CH:4][CH:3]=1.C(OC([NH:23][C@@H:24]([CH2:28][O:29][CH2:30][C:31]1[CH:36]=[CH:35][C:34]([F:37])=[CH:33][CH:32]=1)[C:25](O)=[O:26])=O)(C)(C)C, predict the reaction product. The product is: [NH2:23][C@@H:24]([CH2:28][O:29][CH2:30][C:31]1[CH:32]=[CH:33][C:34]([F:37])=[CH:35][CH:36]=1)[C:25]([NH:11][C:10]1[CH:12]=[CH:13][C:7]([O:6][C:5]2[CH:14]=[CH:15][C:2]([Br:1])=[CH:3][CH:4]=2)=[CH:8][CH:9]=1)=[O:26]. (2) Given the reactants [NH2:1][C:2]1[S:3][C:4]2[CH:10]=[C:9]([CH:11]=[O:12])[CH:8]=[CH:7][C:5]=2[N:6]=1.[F:13][C:14]1[CH:19]=[CH:18][C:17]([CH:20]([N+:31]#[C-:32])S(C2C=CC(C)=CC=2)(=O)=O)=[CH:16][CH:15]=1.C([O-])([O-])=O.[K+].[K+], predict the reaction product. The product is: [F:13][C:14]1[CH:19]=[CH:18][C:17]([C:20]2[N:31]=[CH:32][O:12][C:11]=2[C:9]2[CH:8]=[CH:7][C:5]3[N:6]=[C:2]([NH2:1])[S:3][C:4]=3[CH:10]=2)=[CH:16][CH:15]=1. (3) Given the reactants [Br:1][C:2]1[CH:3]=[C:4]([CH:7]=[CH:8][C:9]=1[OH:10])[C:5]#[N:6].C(=O)([O-])[O-].[K+].[K+].[CH2:17](Cl)[C:18]1[CH:23]=[CH:22][CH:21]=[CH:20][CH:19]=1.O, predict the reaction product. The product is: [Br:1][C:2]1[CH:3]=[C:4]([CH:7]=[CH:8][C:9]=1[O:10][CH2:17][C:18]1[CH:23]=[CH:22][CH:21]=[CH:20][CH:19]=1)[C:5]#[N:6]. (4) The product is: [CH3:13][O:12][NH:14][C:5]([CH:4]1[C:2]([CH3:10])([CH3:1])[C:3]1([CH3:9])[CH3:8])=[O:6]. Given the reactants [CH3:1][C:2]1([CH3:10])[CH:4]([C:5](Cl)=[O:6])[C:3]1([CH3:9])[CH3:8].Cl.[O:12]([NH2:14])[CH3:13].C(N(CC)CC)C, predict the reaction product. (5) Given the reactants [CH2:1]([N:3]([CH3:23])[C:4]([N:6]1[CH2:11][CH:10]([C:12]2[CH:17]=[CH:16][C:15]([CH2:18][CH3:19])=[CH:14][CH:13]=2)[CH2:9][CH:8]([C:20]([OH:22])=O)[CH2:7]1)=[O:5])[CH3:2].[F:24][C:25]1[CH:30]=[CH:29][CH:28]=[C:27]([F:31])[C:26]=1[C:32](=[NH:35])[NH:33]O, predict the reaction product. The product is: [F:24][C:25]1[CH:30]=[CH:29][CH:28]=[C:27]([F:31])[C:26]=1[C:32]1[N:35]=[C:20]([CH:8]2[CH2:9][CH:10]([C:12]3[CH:13]=[CH:14][C:15]([CH2:18][CH3:19])=[CH:16][CH:17]=3)[CH2:11][N:6]([C:4]([N:3]([CH2:1][CH3:2])[CH3:23])=[O:5])[CH2:7]2)[O:22][N:33]=1. (6) Given the reactants Br[C:2]1[CH:3]=[C:4]([C:8]2[S:12][C:11]([NH:13][C:14]3[CH:19]=[C:18]([N:20]4[CH2:25][CH2:24][O:23][CH2:22][CH2:21]4)[CH:17]=[CH:16][N:15]=3)=[N:10][CH:9]=2)[CH:5]=[N:6][CH:7]=1.[CH3:26][N:27]1[CH:31]=[C:30](B2OC(C)(C)C(C)(C)O2)[CH:29]=[N:28]1.[Li+].[Cl-].C([O-])([O-])=O.[Na+].[Na+], predict the reaction product. The product is: [CH3:26][N:27]1[CH:31]=[C:30]([C:2]2[CH:3]=[C:4]([C:8]3[S:12][C:11]([NH:13][C:14]4[CH:19]=[C:18]([N:20]5[CH2:25][CH2:24][O:23][CH2:22][CH2:21]5)[CH:17]=[CH:16][N:15]=4)=[N:10][CH:9]=3)[CH:5]=[N:6][CH:7]=2)[CH:29]=[N:28]1.